The task is: Predict the reaction yield, written as a fraction of the theoretical maximum amount of product (1.0 means a 100% yield; for example, 0.34 means a 34% yield).. This data is from Reaction yield outcomes from USPTO patents with 853,638 reactions. The reactants are [C:1]([O:4][CH2:5][CH3:6])(=[O:3])[CH3:2].CCCCCC.C[Si]([N-][Si](C)(C)C)(C)C.[Li+].[F:23][C:24]([F:45])([F:44])[C:25]1[CH:26]=[CH:27][CH:28]=[C:29]2[C:34]=1[N:33]=[CH:32][CH:31]=[C:30]2[O:35][C:36]1[CH:43]=[CH:42][C:39]([CH:40]=[O:41])=[CH:38][CH:37]=1.[Cl-].[NH4+]. The catalyst is O1CCCC1. The product is [OH:41][CH:40]([C:39]1[CH:42]=[CH:43][C:36]([O:35][C:30]2[C:29]3[C:34](=[C:25]([C:24]([F:45])([F:23])[F:44])[CH:26]=[CH:27][CH:28]=3)[N:33]=[CH:32][CH:31]=2)=[CH:37][CH:38]=1)[CH2:2][C:1]([O:4][CH2:5][CH3:6])=[O:3]. The yield is 0.840.